Dataset: Peptide-MHC class I binding affinity with 185,985 pairs from IEDB/IMGT. Task: Regression. Given a peptide amino acid sequence and an MHC pseudo amino acid sequence, predict their binding affinity value. This is MHC class I binding data. (1) The peptide sequence is SPPLISILMI. The MHC is HLA-B53:01 with pseudo-sequence HLA-B53:01. The binding affinity (normalized) is 0.288. (2) The peptide sequence is GQFLSFASL. The MHC is HLA-A68:02 with pseudo-sequence HLA-A68:02. The binding affinity (normalized) is 0. (3) The peptide sequence is KAFSPEVIPMF. The MHC is HLA-B53:01 with pseudo-sequence HLA-B53:01. The binding affinity (normalized) is 0.308. (4) The peptide sequence is NSARSQSER. The MHC is Patr-A0101 with pseudo-sequence Patr-A0101. The binding affinity (normalized) is 0.0251.